Predict the reactants needed to synthesize the given product. From a dataset of Full USPTO retrosynthesis dataset with 1.9M reactions from patents (1976-2016). (1) Given the product [Cl:1][C:2]1[CH:7]=[C:6](/[CH:17]=[CH:16]/[C:10]2[CH:15]=[CH:14][CH:13]=[CH:12][CH:11]=2)[N:5]=[C:4]([NH2:9])[N:3]=1, predict the reactants needed to synthesize it. The reactants are: [Cl:1][C:2]1[CH:7]=[C:6](Cl)[N:5]=[C:4]([NH2:9])[N:3]=1.[C:10]1(/[CH:16]=[CH:17]/B(O)O)[CH:15]=[CH:14][CH:13]=[CH:12][CH:11]=1.C(=O)([O-])[O-].[Na+].[Na+]. (2) The reactants are: [BrH:1].[CH:2]1([C:7](=[CH2:11])[C:8]([OH:10])=[O:9])[CH2:6][CH2:5][CH2:4][CH2:3]1. Given the product [Br:1][CH2:11][CH:7]([CH:2]1[CH2:6][CH2:5][CH2:4][CH2:3]1)[C:8]([OH:10])=[O:9], predict the reactants needed to synthesize it. (3) Given the product [N:25]1([C:28]2[C:33]([NH:34][C:2]3[C:11]4[C:6](=[CH:7][C:8]([F:13])=[CH:9][C:10]=4[F:12])[N:5]=[C:4]([N:14]4[CH:19]=[CH:18][CH:17]=[CH:16][C:15]4=[O:20])[C:3]=3[CH3:21])=[CH:32][C:31]([N:35]3[CH2:36][CH2:37][O:38][CH2:39][CH2:40]3)=[CH:30][N:29]=2)[CH2:24][CH2:23][O:22][CH2:27][CH2:26]1, predict the reactants needed to synthesize it. The reactants are: Br[C:2]1[C:11]2[C:6](=[CH:7][C:8]([F:13])=[CH:9][C:10]=2[F:12])[N:5]=[C:4]([N:14]2[CH:19]=[CH:18][CH:17]=[CH:16][C:15]2=[O:20])[C:3]=1[CH3:21].[O:22]1[CH2:27][CH2:26][N:25]([C:28]2[C:33]([NH2:34])=[CH:32][C:31]([N:35]3[CH2:40][CH2:39][O:38][CH2:37][CH2:36]3)=[CH:30][N:29]=2)[CH2:24][CH2:23]1. (4) Given the product [Cl:1][C:2]1[CH:3]=[C:4]([N:10]2[CH:22]([CH:23]3[CH2:24][CH2:25][CH2:26][CH2:27]3)[CH:21]3[C:12]([C:13]4[CH:14]=[CH:15][C:16]([C:28]([NH:34][CH2:33][CH2:31][OH:32])=[O:29])=[N:17][C:18]=4[CH2:19][CH2:20]3)=[N:11]2)[CH:5]=[CH:6][C:7]=1[C:8]#[N:9], predict the reactants needed to synthesize it. The reactants are: [Cl:1][C:2]1[CH:3]=[C:4]([N:10]2[CH:22]([CH:23]3[CH2:27][CH2:26][CH2:25][CH2:24]3)[CH:21]3[C:12]([C:13]4[CH:14]=[CH:15][C:16]([C:28](O)=[O:29])=[N:17][C:18]=4[CH2:19][CH2:20]3)=[N:11]2)[CH:5]=[CH:6][C:7]=1[C:8]#[N:9].[CH2:31]([CH2:33][NH2:34])[OH:32].CCN(C(C)C)C(C)C.CN(C(ON1N=NC2C=CC=NC1=2)=[N+](C)C)C.F[P-](F)(F)(F)(F)F. (5) The reactants are: [F:1][C:2]([F:12])([F:11])[O:3][C:4]1[CH:9]=[CH:8][C:7]([OH:10])=[CH:6][CH:5]=1.[Cl:13][C:14]1[N:15]([CH2:22][CH2:23][CH:24]2[CH2:26][O:25]2)[CH:16]=[C:17]([N+:19]([O-:21])=[O:20])[N:18]=1.C([O-])([O-])=O.[K+].[K+]. Given the product [Cl:13][C:14]1[N:15]([CH2:22][CH2:23][CH:24]([OH:25])[CH2:26][O:10][C:7]2[CH:6]=[CH:5][C:4]([O:3][C:2]([F:11])([F:12])[F:1])=[CH:9][CH:8]=2)[CH:16]=[C:17]([N+:19]([O-:21])=[O:20])[N:18]=1, predict the reactants needed to synthesize it. (6) The reactants are: [Br:1][C:2]1[CH:11]=[C:10]([Br:12])[C:9]2[C:4](=[CH:5][CH:6]=[CH:7][CH:8]=2)[C:3]=1[NH2:13].Br[CH2:15][CH2:16][CH2:17][CH2:18]Br.C(N(CC)C(C)C)(C)C. Given the product [Br:1][C:2]1[CH:11]=[C:10]([Br:12])[C:9]2[C:4](=[CH:5][CH:6]=[CH:7][CH:8]=2)[C:3]=1[N:13]1[CH2:18][CH2:17][CH2:16][CH2:15]1, predict the reactants needed to synthesize it.